From a dataset of Reaction yield outcomes from USPTO patents with 853,638 reactions. Predict the reaction yield, written as a fraction of the theoretical maximum amount of product (1.0 means a 100% yield; for example, 0.34 means a 34% yield). (1) The reactants are [CH3:1][C:2]1[CH:7]=[CH:6][N:5]=[C:4]([NH2:8])[CH:3]=1.CCN(CC)CC.[C:16](Cl)(=[O:21])[C:17]([CH3:20])([CH3:19])[CH3:18]. The catalyst is C(Cl)Cl. The product is [CH3:1][C:2]1[CH:7]=[CH:6][N:5]=[C:4]([NH:8][C:16](=[O:21])[C:17]([CH3:20])([CH3:19])[CH3:18])[CH:3]=1. The yield is 0.820. (2) The reactants are [Br:1][C:2]1[S:3][C:4]([C:7](=[O:9])[CH3:8])=[CH:5][CH:6]=1.[Cl:10][C:11]1[CH:12]=[C:13]([Mg]Br)[CH:14]=[CH:15][CH:16]=1. The catalyst is C1COCC1. The product is [Br:1][C:2]1[S:3][C:4]([C:7]([C:15]2[CH:14]=[CH:13][CH:12]=[C:11]([Cl:10])[CH:16]=2)([OH:9])[CH3:8])=[CH:5][CH:6]=1. The yield is 0.780. (3) The reactants are C(OC(=O)[N:7]([CH2:26][C:27]1[CH:32]=[CH:31][CH:30]=[CH:29][CH:28]=1)[CH2:8][C:9](=[O:25])[NH:10][C:11]1[CH:16]=[CH:15][C:14]([O:17][CH2:18][C:19]2[CH:24]=[CH:23][CH:22]=[CH:21][CH:20]=2)=[CH:13][CH:12]=1)(C)(C)C.Cl. The catalyst is CO.O. The product is [CH2:26]([NH:7][CH2:8][C:9]([NH:10][C:11]1[CH:12]=[CH:13][C:14]([O:17][CH2:18][C:19]2[CH:24]=[CH:23][CH:22]=[CH:21][CH:20]=2)=[CH:15][CH:16]=1)=[O:25])[C:27]1[CH:28]=[CH:29][CH:30]=[CH:31][CH:32]=1. The yield is 0.680. (4) The yield is 0.430. The catalyst is C(O)(C(F)(F)F)=O.O. The product is [C:3]1([S:9]([N:12]2[C:20]3[C:15](=[CH:16][C:17]([CH2:21][CH3:22])=[CH:18][CH:19]=3)[CH2:14][CH2:13]2)(=[O:11])=[O:10])[CH:4]=[CH:5][CH:6]=[CH:7][CH:8]=1. The reactants are [BH4-].[Na+].[C:3]1([S:9]([N:12]2[C:20]3[C:15](=[CH:16][C:17]([C:21](=O)[CH3:22])=[CH:18][CH:19]=3)[CH2:14][CH2:13]2)(=[O:11])=[O:10])[CH:8]=[CH:7][CH:6]=[CH:5][CH:4]=1.[OH-].[Na+]. (5) The reactants are C1C[O:17][C:3]([CH2:8][CH2:9][CH2:10][CH2:11][CH2:12][CH2:13][CH2:14][CH2:15][CH3:16])([CH2:4][C:5]([OH:7])=O)O1.Cl.[NH2:20][C@@H:21]1[CH2:25][CH2:24][CH2:23][C@H:22]1[OH:26].C(Cl)CCl.CCN(C(C)C)C(C)C. The catalyst is CN(C=O)C.CN(C1C=CN=CC=1)C.C(Cl)Cl.C(O)(C(F)(F)F)=O. The product is [OH:26][C@@H:22]1[CH2:23][CH2:24][CH2:25][C@H:21]1[NH:20][C:5](=[O:7])[CH2:4][C:3](=[O:17])[CH2:8][CH2:9][CH2:10][CH2:11][CH2:12][CH2:13][CH2:14][CH2:15][CH3:16]. The yield is 0.540. (6) The reactants are [C:1]([O:5][C:6]([N:8]1[CH2:13][CH2:12][CH:11]([CH:14]([N:16]2[C:20]3[N:21]=[C:22](Cl)[N:23]=[CH:24][C:19]=3[C:18]([C:26]([O:28][CH2:29][CH3:30])=[O:27])=[C:17]2[CH3:31])[CH3:15])[CH2:10][CH2:9]1)=[O:7])([CH3:4])([CH3:3])[CH3:2].[H][H]. The catalyst is CO.[Pd]. The product is [C:1]([O:5][C:6]([N:8]1[CH2:9][CH2:10][CH:11]([CH:14]([N:16]2[C:20]3[N:21]=[CH:22][N:23]=[CH:24][C:19]=3[C:18]([C:26]([O:28][CH2:29][CH3:30])=[O:27])=[C:17]2[CH3:31])[CH3:15])[CH2:12][CH2:13]1)=[O:7])([CH3:3])([CH3:4])[CH3:2]. The yield is 0.720. (7) The product is [CH2:12]([N:19]1[CH:2]=[C:1]([C:3]2[CH:4]=[CH:5][C:6]([OH:11])=[C:7]([CH:10]=2)[CH:8]=[O:9])[N:21]=[N:20]1)[C:13]1[CH:18]=[CH:17][CH:16]=[CH:15][CH:14]=1. The yield is 0.500. The reactants are [C:1]([C:3]1[CH:10]=[C:7]([CH:8]=[O:9])[C:6]([OH:11])=[CH:5][CH:4]=1)#[CH:2].[CH2:12]([N:19]=[N+:20]=[N-:21])[C:13]1[CH:18]=[CH:17][CH:16]=[CH:15][CH:14]=1.CC(O)(C)C.O=C1O[C@H]([C@H](CO)O)C([O-])=C1O.[Na+]. The catalyst is O.O.O.O.O.O.S([O-])([O-])(=O)=O.[Cu+2]. (8) The reactants are [Br:1][C:2]1[CH:3]=[C:4]2[C:8](=[CH:9][CH:10]=1)[NH:7][C:6](=[O:11])[CH2:5]2.[CH2:12]([N:14]([CH2:33][CH3:34])[CH2:15][CH2:16][NH:17][C:18]([C:20]1[C:24]([CH:25]([CH3:27])[CH3:26])=[C:23]([CH:28]=O)[NH:22][C:21]=1[CH:30]([CH3:32])[CH3:31])=[O:19])[CH3:13]. No catalyst specified. The product is [CH2:33]([N:14]([CH2:12][CH3:13])[CH2:15][CH2:16][NH:17][C:18]([C:20]1[C:24]([CH:25]([CH3:26])[CH3:27])=[C:23]([CH:28]=[C:5]2[C:4]3[C:8](=[CH:9][CH:10]=[C:2]([Br:1])[CH:3]=3)[NH:7][C:6]2=[O:11])[NH:22][C:21]=1[CH:30]([CH3:32])[CH3:31])=[O:19])[CH3:34]. The yield is 0.620. (9) The product is [Cl:1][C:2]1[CH:3]=[C:4]2[C:8](=[CH:9][CH:10]=1)[NH:7][CH:6]=[C:5]2[CH2:11][CH2:12][CH2:13][N:14]([CH2:29][CH3:30])[CH:15]1[CH2:24][C:23]2[C:22]([C:25]([NH2:27])=[O:26])=[CH:21][CH:20]=[C:19]([F:28])[C:18]=2[O:17][CH2:16]1. No catalyst specified. The yield is 0.990. The reactants are [Cl:1][C:2]1[CH:3]=[C:4]2[C:8](=[CH:9][CH:10]=1)[NH:7][CH:6]=[C:5]2[CH2:11][CH2:12][CH2:13][NH:14][CH:15]1[CH2:24][C:23]2[C:22]([C:25]([NH2:27])=[O:26])=[CH:21][CH:20]=[C:19]([F:28])[C:18]=2[O:17][CH2:16]1.[CH:29](=O)[CH3:30].